Dataset: Catalyst prediction with 721,799 reactions and 888 catalyst types from USPTO. Task: Predict which catalyst facilitates the given reaction. (1) Reactant: [NH2:1][C@@H:2]([CH2:8][C@H:9]([CH2:13][C:14]1[CH:22]=[C:21]2[C:17]([CH:18]=[N:19][N:20]2[CH2:23][CH2:24][CH2:25][O:26][CH3:27])=[CH:16][CH:15]=1)[CH:10]([CH3:12])[CH3:11])[C:3]([O:5][CH2:6][CH3:7])=[O:4].CCN(CC)CC.[CH3:35][C:36]([O:39][C:40](O[C:40]([O:39][C:36]([CH3:38])([CH3:37])[CH3:35])=[O:41])=[O:41])([CH3:38])[CH3:37]. Product: [C:36]([O:39][C:40]([NH:1][C@@H:2]([CH2:8][C@H:9]([CH2:13][C:14]1[CH:22]=[C:21]2[C:17]([CH:18]=[N:19][N:20]2[CH2:23][CH2:24][CH2:25][O:26][CH3:27])=[CH:16][CH:15]=1)[CH:10]([CH3:12])[CH3:11])[C:3]([O:5][CH2:6][CH3:7])=[O:4])=[O:41])([CH3:38])([CH3:37])[CH3:35]. The catalyst class is: 2. (2) Reactant: C(OC([NH:8][CH2:9][CH2:10][NH:11][C:12]1[N:17]=[C:16]([NH:18]C(=O)OC(C)(C)C)[C:15]([C:26](=[O:31])[C:27]([F:30])([F:29])[F:28])=[CH:14][CH:13]=1)=O)(C)(C)C.[ClH:32]. Product: [ClH:32].[NH2:18][C:16]1[C:15]([C:26](=[O:31])[C:27]([F:28])([F:30])[F:29])=[CH:14][CH:13]=[C:12]([NH:11][CH2:10][CH2:9][NH2:8])[N:17]=1. The catalyst class is: 12. (3) Reactant: [Br:1][C:2]1[C:10]2[C:5](=[N:6][CH:7]=[C:8]([F:11])[CH:9]=2)[NH:4][N:3]=1.C([O-])([O-])=O.[K+].[K+].Cl[C:19]1[CH:24]=[CH:23][CH:22]=[CH:21][C:20]=1[CH:25]([C:32]1[CH:37]=[CH:36][CH:35]=[CH:34][CH:33]=1)[C:26]1[CH:31]=[CH:30][CH:29]=[CH:28][CH:27]=1. Product: [Br:1][C:2]1[C:10]2[C:5](=[N:6][CH:7]=[C:8]([F:11])[CH:9]=2)[N:4]([C:25]([C:20]2[CH:21]=[CH:22][CH:23]=[CH:24][CH:19]=2)([C:32]2[CH:33]=[CH:34][CH:35]=[CH:36][CH:37]=2)[C:26]2[CH:27]=[CH:28][CH:29]=[CH:30][CH:31]=2)[N:3]=1. The catalyst class is: 39. (4) Reactant: [Cl:1][C:2]1[CH:7]=[CH:6][C:5]([CH:8]([NH:12][C:13]2[NH:14][N:15]3[C:22]([CH:23]4[CH2:28][CH2:27][NH:26][CH2:25][CH2:24]4)=[N:21][CH:20]=[C:16]3[C:17](=[O:19])[N:18]=2)[CH2:9][CH2:10][OH:11])=[CH:4][CH:3]=1.[CH3:29][C:30]([O:33][C:34](O[C:34]([O:33][C:30]([CH3:32])([CH3:31])[CH3:29])=[O:35])=[O:35])([CH3:32])[CH3:31]. Product: [Cl:1][C:2]1[CH:7]=[CH:6][C:5]([CH:8]([NH:12][C:13]2[NH:14][N:15]3[C:22]([CH:23]4[CH2:28][CH2:27][N:26]([C:34]([O:33][C:30]([CH3:32])([CH3:31])[CH3:29])=[O:35])[CH2:25][CH2:24]4)=[N:21][CH:20]=[C:16]3[C:17](=[O:19])[N:18]=2)[CH2:9][CH2:10][OH:11])=[CH:4][CH:3]=1. The catalyst class is: 2.